This data is from Reaction yield outcomes from USPTO patents with 853,638 reactions. The task is: Predict the reaction yield, written as a fraction of the theoretical maximum amount of product (1.0 means a 100% yield; for example, 0.34 means a 34% yield). (1) The reactants are Br[C:2]1[N:7]=[C:6]([CH:8]=[O:9])[CH:5]=[CH:4][CH:3]=1.[CH3:10][N:11]1[CH2:16][CH2:15][NH:14][CH2:13][CH2:12]1.C(=O)([O-])[O-].[K+].[K+].Cl. The catalyst is O.CC#N. The product is [CH3:10][N:11]1[CH2:16][CH2:15][N:14]([C:2]2[N:7]=[C:6]([CH:8]=[O:9])[CH:5]=[CH:4][CH:3]=2)[CH2:13][CH2:12]1. The yield is 0.320. (2) The reactants are Br[C:2]1[CH:21]=[CH:20][C:5]2[N:6]=[C:7]([NH:10][C@H:11]3[C:19]4[C:14](=[CH:15][CH:16]=[CH:17][CH:18]=4)[CH2:13][CH2:12]3)[O:8][CH2:9][C:4]=2[CH:3]=1.[CH2:22]([Sn](CCCC)(CCCC)C=C)[CH2:23]CC. The catalyst is C1(C)C=CC=CC=1.[Pd].C1(P(C2C=CC=CC=2)C2C=CC=CC=2)C=CC=CC=1.C1(P(C2C=CC=CC=2)C2C=CC=CC=2)C=CC=CC=1.C1(P(C2C=CC=CC=2)C2C=CC=CC=2)C=CC=CC=1.C1(P(C2C=CC=CC=2)C2C=CC=CC=2)C=CC=CC=1. The product is [C@H:11]1([NH:10][C:7]2[O:8][CH2:9][C:4]3[CH:3]=[C:2]([CH:22]=[CH2:23])[CH:21]=[CH:20][C:5]=3[N:6]=2)[C:19]2[C:14](=[CH:15][CH:16]=[CH:17][CH:18]=2)[CH2:13][CH2:12]1. The yield is 0.600. (3) The reactants are [CH2:1]([C:4]1[C:9]([O:10][CH2:11][C:12]2[CH:17]=[CH:16][C:15]([O:18][CH3:19])=[CH:14][CH:13]=2)=[CH:8][CH:7]=[CH:6][C:5]=1[C@@H:20]([OH:39])[C:21]#[C:22][CH2:23][CH2:24][CH:25]([O:31][CH2:32][C:33]1[CH:38]=[CH:37][CH:36]=[CH:35][CH:34]=1)[CH2:26][CH2:27][CH2:28][CH2:29][CH3:30])[CH:2]=[CH2:3].[Cr](Cl)([O-])(=O)=O.[NH+]1C=CC=CC=1.CCCCCCC. The catalyst is ClCCl. The product is [CH2:1]([C:4]1[C:9]([O:10][CH2:11][C:12]2[CH:17]=[CH:16][C:15]([O:18][CH3:19])=[CH:14][CH:13]=2)=[CH:8][CH:7]=[CH:6][C:5]=1[C:20](=[O:39])[C:21]#[C:22][CH2:23][CH2:24][C@@H:25]([O:31][CH2:32][C:33]1[CH:38]=[CH:37][CH:36]=[CH:35][CH:34]=1)[CH2:26][CH2:27][CH2:28][CH2:29][CH3:30])[CH:2]=[CH2:3]. The yield is 0.830. (4) The product is [NH:7]1[C:2]2[CH:3]=[CH:4][CH:5]=[CH:6][C:1]=2[N:8]=[C:15]1[C:14]1[CH:17]=[CH:18][C:11]([C:9]#[N:10])=[CH:12][CH:13]=1. The reactants are [C:1]1([NH2:8])[CH:6]=[CH:5][CH:4]=[CH:3][C:2]=1[NH2:7].[C:9]([C:11]1[CH:18]=[CH:17][C:14]([CH:15]=O)=[CH:13][CH:12]=1)#[N:10]. The catalyst is C(O)C.O. The yield is 0.720. (5) The reactants are C1(C)C(C)=CC=CC=1.[CH2:9]([OH:19])[C:10]1[CH:18]=[CH:17][C:16]2[O:15][CH2:14][O:13][C:12]=2[CH:11]=1.OO.[OH-].[Na+]. The catalyst is S([O-])(O)(=O)=O.C([N+](CCCC)(CCCC)CCCC)CCC.[O-][W]([O-])(=O)=O.[Na+].[Na+].P([O-])(O)(O)=O.[Na+].P([O-])([O-])(O)=O.[Na+].[Na+].O. The product is [CH:18]1[C:10]([CH:9]=[O:19])=[CH:11][C:12]2[O:13][CH2:14][O:15][C:16]=2[CH:17]=1. The yield is 0.893. (6) The reactants are [NH2:1][C:2]1[CH:9]=[CH:8][C:5]([C:6]#[N:7])=[CH:4][C:3]=1[N+:10]([O-])=O.[H][H]. The catalyst is CO.[Pd]. The product is [NH2:10][C:3]1[CH:4]=[C:5]([CH:8]=[CH:9][C:2]=1[NH2:1])[C:6]#[N:7]. The yield is 0.900. (7) The yield is 0.700. The reactants are [Cl:1][C:2]1[N:3]=[C:4]([N:14]2[CH2:19][CH2:18][O:17][CH2:16][CH2:15]2)[C:5]2[S:10][C:9]([CH:11]=O)=[C:8]([CH3:13])[C:6]=2[N:7]=1.C1COCC1.[CH3:25][NH2:26]. The product is [Cl:1][C:2]1[N:3]=[C:4]([N:14]2[CH2:19][CH2:18][O:17][CH2:16][CH2:15]2)[C:5]2[S:10][C:9]([CH2:11][NH:26][CH3:25])=[C:8]([CH3:13])[C:6]=2[N:7]=1. The catalyst is C1(C)C=CC=CC=1.O. (8) The product is [NH2:1][C:4]1[CH:9]=[CH:8][C:7]([N:10]2[CH2:14][CH2:13][CH2:12][CH:11]2[CH2:15][NH:16][CH2:17][CH2:18][OH:19])=[CH:6][CH:5]=1. The catalyst is C(O)C.[Pd]. The yield is 0.440. The reactants are [N+:1]([C:4]1[CH:9]=[CH:8][C:7]([N:10]2[CH2:14][CH2:13][CH2:12][CH:11]2[CH2:15][NH:16][CH2:17][CH2:18][OH:19])=[CH:6][CH:5]=1)([O-])=O. (9) The yield is 0.540. The product is [CH3:35][C:32]1[CH:33]=[CH:34][C:29]([C:15]2[C:9]3[C:10](=[CH:11][N:12]=[C:7]([C:3]4[CH:2]=[N:1][CH:6]=[CH:5][CH:4]=4)[CH:8]=3)[N:13]([CH2:20][O:21][CH2:22][CH2:23][Si:24]([CH3:27])([CH3:26])[CH3:25])[N:14]=2)=[N:30][CH:31]=1. The reactants are [N:1]1[CH:6]=[CH:5][CH:4]=[C:3]([C:7]2[CH:8]=[C:9]3[C:15]([Sn](C)(C)C)=[N:14][N:13]([CH2:20][O:21][CH2:22][CH2:23][Si:24]([CH3:27])([CH3:26])[CH3:25])[C:10]3=[CH:11][N:12]=2)[CH:2]=1.Br[C:29]1[CH:34]=[CH:33][C:32]([CH3:35])=[CH:31][N:30]=1.[Li+].[Cl-]. The catalyst is CN(C=O)C.[Cu]I.C1C=CC([P]([Pd]([P](C2C=CC=CC=2)(C2C=CC=CC=2)C2C=CC=CC=2)([P](C2C=CC=CC=2)(C2C=CC=CC=2)C2C=CC=CC=2)[P](C2C=CC=CC=2)(C2C=CC=CC=2)C2C=CC=CC=2)(C2C=CC=CC=2)C2C=CC=CC=2)=CC=1.